Dataset: Reaction yield outcomes from USPTO patents with 853,638 reactions. Task: Predict the reaction yield, written as a fraction of the theoretical maximum amount of product (1.0 means a 100% yield; for example, 0.34 means a 34% yield). (1) The reactants are Cl.[NH2:2][CH2:3][C:4]1([OH:24])[CH2:8][CH2:7][N:6]([CH2:9][CH2:10][C:11]2[C:20]3[C:15](=[CH:16][CH:17]=[C:18]([O:21][CH3:22])[N:19]=3)[N:14]=[CH:13][C:12]=2[F:23])[CH2:5]1.[O:25]=[C:26]1[NH:31][C:30]2[N:32]=[C:33]([CH:36]=O)[CH:34]=[CH:35][C:29]=2[S:28][CH2:27]1.CCN(CC)CC.[BH4-].[Na+]. The catalyst is C(Cl)Cl.CCO. The product is [F:23][C:12]1[CH:13]=[N:14][C:15]2[C:20]([C:11]=1[CH2:10][CH2:9][N:6]1[CH2:7][CH2:8][C:4]([CH2:3][NH:2][CH2:36][C:33]3[CH:34]=[CH:35][C:29]4[S:28][CH2:27][C:26](=[O:25])[NH:31][C:30]=4[N:32]=3)([OH:24])[CH2:5]1)=[N:19][C:18]([O:21][CH3:22])=[CH:17][CH:16]=2. The yield is 0.720. (2) The product is [Cl:13][C:8]1[CH:7]=[CH:6][N:5]=[C:4]2[CH:3]=[CH:2][S:1][C:9]=12. The reactants are [S:1]1[C:9]2[C:4](=[N:5][CH:6]=[CH:7][C:8]=2O)[CH:3]=[CH:2]1.O=P(Cl)(Cl)[Cl:13]. No catalyst specified. The yield is 0.720.